Dataset: NCI-60 drug combinations with 297,098 pairs across 59 cell lines. Task: Regression. Given two drug SMILES strings and cell line genomic features, predict the synergy score measuring deviation from expected non-interaction effect. (1) Drug 1: CN(C)C1=NC(=NC(=N1)N(C)C)N(C)C. Drug 2: CN1C2=C(C=C(C=C2)N(CCCl)CCCl)N=C1CCCC(=O)O.Cl. Cell line: EKVX. Synergy scores: CSS=-0.637, Synergy_ZIP=1.41, Synergy_Bliss=-0.345, Synergy_Loewe=-2.76, Synergy_HSA=-2.46. (2) Drug 1: CC1OCC2C(O1)C(C(C(O2)OC3C4COC(=O)C4C(C5=CC6=C(C=C35)OCO6)C7=CC(=C(C(=C7)OC)O)OC)O)O. Drug 2: C(CCl)NC(=O)N(CCCl)N=O. Cell line: HS 578T. Synergy scores: CSS=22.7, Synergy_ZIP=-8.99, Synergy_Bliss=0.504, Synergy_Loewe=-4.59, Synergy_HSA=2.31. (3) Drug 1: C1=CC(=CC=C1CCC2=CNC3=C2C(=O)NC(=N3)N)C(=O)NC(CCC(=O)O)C(=O)O. Drug 2: CC1CCC2CC(C(=CC=CC=CC(CC(C(=O)C(C(C(=CC(C(=O)CC(OC(=O)C3CCCCN3C(=O)C(=O)C1(O2)O)C(C)CC4CCC(C(C4)OC)O)C)C)O)OC)C)C)C)OC. Cell line: HCT116. Synergy scores: CSS=50.2, Synergy_ZIP=0.386, Synergy_Bliss=-1.07, Synergy_Loewe=1.24, Synergy_HSA=2.71. (4) Drug 1: CN1C(=O)N2C=NC(=C2N=N1)C(=O)N. Drug 2: CC1CCC2CC(C(=CC=CC=CC(CC(C(=O)C(C(C(=CC(C(=O)CC(OC(=O)C3CCCCN3C(=O)C(=O)C1(O2)O)C(C)CC4CCC(C(C4)OC)O)C)C)O)OC)C)C)C)OC. Cell line: RPMI-8226. Synergy scores: CSS=8.74, Synergy_ZIP=-0.693, Synergy_Bliss=0.949, Synergy_Loewe=2.51, Synergy_HSA=-0.637. (5) Drug 1: C(CN)CNCCSP(=O)(O)O. Drug 2: CCC1(C2=C(COC1=O)C(=O)N3CC4=CC5=C(C=CC(=C5CN(C)C)O)N=C4C3=C2)O.Cl. Cell line: HS 578T. Synergy scores: CSS=2.88, Synergy_ZIP=-1.28, Synergy_Bliss=0.667, Synergy_Loewe=-8.32, Synergy_HSA=-1.91.